Predict the reactants needed to synthesize the given product. From a dataset of Full USPTO retrosynthesis dataset with 1.9M reactions from patents (1976-2016). (1) Given the product [Cl:21][C:22]1[CH:23]=[C:24]([C:30]2[CH:31]=[CH:32][CH:33]=[CH:34][CH:35]=2)[CH:25]=[CH:26][C:27]=1[CH2:28][N:6]1[C:5]2[CH:7]=[C:8]([O:12][C:13]([CH3:19])([CH3:20])[C:14]([O:16][CH2:17][CH3:18])=[O:15])[CH:9]=[C:10]([CH3:11])[C:4]=2[N:3]=[C:2]1[CH3:1], predict the reactants needed to synthesize it. The reactants are: [CH3:1][C:2]1[NH:6][C:5]2[CH:7]=[C:8]([O:12][C:13]([CH3:20])([CH3:19])[C:14]([O:16][CH2:17][CH3:18])=[O:15])[CH:9]=[C:10]([CH3:11])[C:4]=2[N:3]=1.[Cl:21][C:22]1[CH:23]=[C:24]([C:30]2[CH:35]=[CH:34][CH:33]=[CH:32][CH:31]=2)[CH:25]=[CH:26][C:27]=1[CH2:28]Br. (2) Given the product [C@@H:5]1([CH2:3][OH:2])[NH:10][CH2:9][CH2:8][N:7]2[CH2:12][CH2:13][CH2:14][C@@H:6]12, predict the reactants needed to synthesize it. The reactants are: C[O:2][C:3]([C@@H:5]1[NH:10][C:9](=O)[CH2:8][N:7]2[CH2:12][CH2:13][CH2:14][C@@H:6]12)=O.[H-].[Al+3].[Li+].[H-].[H-].[H-].O.[OH-].[Na+]. (3) Given the product [CH2:1]([O:3][C:4]([C:5]1[C:28]2[CH2:29][CH2:30][N:25]([C:22]3[CH:23]=[CH:24][C:19]([I:18])=[CH:20][CH:21]=3)[C:26](=[O:37])[C:27]=2[N:7]([C:8]2[CH:13]=[CH:12][C:11]([O:14][CH3:15])=[CH:10][CH:9]=2)[N:6]=1)=[O:17])[CH3:2], predict the reactants needed to synthesize it. The reactants are: [CH2:1]([O:3][C:4](=[O:17])[C:5](Cl)=[N:6][NH:7][C:8]1[CH:13]=[CH:12][C:11]([O:14][CH3:15])=[CH:10][CH:9]=1)[CH3:2].[I:18][C:19]1[CH:24]=[CH:23][C:22]([N:25]2[CH2:30][CH2:29][CH:28]=[C:27](N3CCOCC3)[C:26]2=[O:37])=[CH:21][CH:20]=1.C(N(CC)CC)C.Cl. (4) Given the product [Cl:1][C:2]1[CH:7]=[CH:6][C:5]([NH:8][C:9]([C:11]2[CH:28]=[CH:27][C:14]([CH2:15][NH:16][C:17]([N:43]3[CH2:48][CH2:47][NH:46][CH2:45][CH2:44]3)=[O:26])=[C:13]([F:29])[C:12]=2[F:30])=[O:10])=[C:4]([N:31]2[CH2:36][CH2:35][N:34]([CH2:37][CH2:38][C:39]([F:40])([F:42])[F:41])[CH2:33][CH2:32]2)[CH:3]=1, predict the reactants needed to synthesize it. The reactants are: [Cl:1][C:2]1[CH:7]=[CH:6][C:5]([NH:8][C:9]([C:11]2[CH:28]=[CH:27][C:14]([CH2:15][NH:16][C:17](=[O:26])ON3C(=O)CCC3=O)=[C:13]([F:29])[C:12]=2[F:30])=[O:10])=[C:4]([N:31]2[CH2:36][CH2:35][N:34]([CH2:37][CH2:38][C:39]([F:42])([F:41])[F:40])[CH2:33][CH2:32]2)[CH:3]=1.[NH:43]1[CH2:48][CH2:47][NH:46][CH2:45][CH2:44]1.CCN(C(C)C)C(C)C. (5) Given the product [OH:4][CH2:5][CH2:6][N:7]([CH3:44])[C:8]([C:10]1([CH2:39][CH2:40][CH:41]([CH3:42])[CH3:43])[C:19]2[C:14](=[CH:15][CH:16]=[CH:17][CH:18]=2)[C:13](=[O:20])[CH:12]([C:21]2[NH:26][C:25]3[CH:27]=[CH:28][C:29]([NH:31][S:32]([CH3:35])(=[O:33])=[O:34])=[CH:30][C:24]=3[S:23](=[O:36])(=[O:37])[N:22]=2)[C:11]1=[O:38])=[O:9], predict the reactants needed to synthesize it. The reactants are: C([O:4][CH2:5][CH2:6][N:7]([CH3:44])[C:8]([C:10]1([CH2:39][CH2:40][CH:41]([CH3:43])[CH3:42])[C:19]2[C:14](=[CH:15][CH:16]=[CH:17][CH:18]=2)[C:13](=[O:20])[CH:12]([C:21]2[NH:26][C:25]3[CH:27]=[CH:28][C:29]([NH:31][S:32]([CH3:35])(=[O:34])=[O:33])=[CH:30][C:24]=3[S:23](=[O:37])(=[O:36])[N:22]=2)[C:11]1=[O:38])=[O:9])(=O)C.C(OC[C@H]1CCCN1C([C@@]1(CCC(C)C)C2C(=CC=CC=2)C(O)=C(C2NC3C=CC(NS(C)(=O)=O)=CC=3S(=O)(=O)N=2)C1=O)=O)(=O)C. (6) Given the product [CH3:1][O:2][C:3]1[CH:25]=[C:24]([O:26][CH3:27])[CH:23]=[C:22]([O:28][CH3:29])[C:4]=1[CH:5]=[CH:6][S:7]([NH:10][C:11]1[CH:16]=[CH:15][C:14]([O:17][CH3:18])=[C:13]([NH2:19])[CH:12]=1)(=[O:9])=[O:8], predict the reactants needed to synthesize it. The reactants are: [CH3:1][O:2][C:3]1[CH:25]=[C:24]([O:26][CH3:27])[CH:23]=[C:22]([O:28][CH3:29])[C:4]=1[CH:5]=[CH:6][S:7]([NH:10][C:11]1[CH:16]=[CH:15][C:14]([O:17][CH3:18])=[C:13]([N+:19]([O-])=O)[CH:12]=1)(=[O:9])=[O:8].O.NN. (7) Given the product [Br:18][C:19]1[CH:24]=[CH:23][C:22]([O:11][CH2:12][CH:13]2[CH2:14][C:15](=[CH2:17])[CH2:16]2)=[CH:21][C:20]=1[Cl:26], predict the reactants needed to synthesize it. The reactants are: CC1C=CC(S([O:11][CH2:12][CH:13]2[CH2:16][C:15](=[CH2:17])[CH2:14]2)(=O)=O)=CC=1.[Br:18][C:19]1[CH:24]=[CH:23][C:22](O)=[CH:21][C:20]=1[Cl:26].C([O-])([O-])=O.[K+].[K+]. (8) Given the product [F:11][C:7]1[CH:6]=[C:5]([C:12]#[N:13])[C:4]2[C:3](=[O:2])[N:57]([CH2:56][CH2:55][CH2:54][N:48]3[CH2:53][CH2:52][O:51][CH2:50][CH2:49]3)[CH2:10][C:9]=2[CH:8]=1, predict the reactants needed to synthesize it. The reactants are: C[O:2][C:3](=O)[C:4]1[C:9]([CH3:10])=[CH:8][C:7]([F:11])=[CH:6][C:5]=1[C:12]#[N:13].BrN1C(=O)CCC1=O.C(OOC(=O)C1C=CC=CC=1)(=O)C1C=CC=CC=1.C(N(CC)CC)C.[N:48]1([CH2:54][CH2:55][CH2:56][NH2:57])[CH2:53][CH2:52][O:51][CH2:50][CH2:49]1. (9) Given the product [Cl:36][C:22]1[C:23]([NH:25][C:26]2[CH:35]=[CH:34][CH:33]=[CH:32][C:27]=2[O:28][CH2:29][C:30]#[N:31])=[N:24][C:19]([NH:1][C:2]2[CH:3]=[CH:4][C:5]3[C:11]([CH3:12])([CH3:13])[CH2:10][CH2:9][C:8](=[O:14])[N:7]([CH2:15][CH3:16])[C:6]=3[CH:17]=2)=[N:20][CH:21]=1, predict the reactants needed to synthesize it. The reactants are: [NH2:1][C:2]1[CH:3]=[CH:4][C:5]2[C:11]([CH3:13])([CH3:12])[CH2:10][CH2:9][C:8](=[O:14])[N:7]([CH2:15][CH3:16])[C:6]=2[CH:17]=1.Cl[C:19]1[N:24]=[C:23]([NH:25][C:26]2[CH:35]=[CH:34][CH:33]=[CH:32][C:27]=2[O:28][CH2:29][C:30]#[N:31])[C:22]([Cl:36])=[CH:21][N:20]=1. (10) The reactants are: [C:1]([O:5][C:6]([N:8]1[CH2:13][C:12]([C:14]2[CH:19]=[C:18]([CH:20]3[CH2:25][CH2:24][N:23]([C:26](=[O:28])[CH3:27])[CH2:22][CH2:21]3)[CH:17]=[CH:16][C:15]=2[NH2:29])=[CH:11][CH2:10][CH2:9]1)=[O:7])([CH3:4])([CH3:3])[CH3:2].C1CN([P+](Br)(N2CCCC2)N2CCCC2)CC1.F[P-](F)(F)(F)(F)F.[C:54]([C:56]1[N:57]=[C:58]([C:69](O)=[O:70])[N:59]([CH2:61][O:62][CH2:63][CH2:64][Si:65]([CH3:68])([CH3:67])[CH3:66])[CH:60]=1)#[N:55].[K+].C(C1N=C(C([O-])=O)N(COCC[Si](C)(C)C)C=1)#N.CCN(C(C)C)C(C)C. Given the product [C:1]([O:5][C:6]([N:8]1[CH2:13][C:12]([C:14]2[CH:19]=[C:18]([CH:20]3[CH2:21][CH2:22][N:23]([C:26](=[O:28])[CH3:27])[CH2:24][CH2:25]3)[CH:17]=[CH:16][C:15]=2[NH:29][C:69]([C:58]2[N:59]([CH2:61][O:62][CH2:63][CH2:64][Si:65]([CH3:68])([CH3:67])[CH3:66])[CH:60]=[C:56]([C:54]#[N:55])[N:57]=2)=[O:70])=[CH:11][CH2:10][CH2:9]1)=[O:7])([CH3:4])([CH3:2])[CH3:3], predict the reactants needed to synthesize it.